Dataset: Reaction yield outcomes from USPTO patents with 853,638 reactions. Task: Predict the reaction yield, written as a fraction of the theoretical maximum amount of product (1.0 means a 100% yield; for example, 0.34 means a 34% yield). (1) The reactants are [NH2:1][C:2]1[C:11]2[C:6](=[C:7](I)[C:8]([F:12])=[CH:9][CH:10]=2)[N:5]=[N:4][C:3]=1[C:14]([NH:16][CH:17]1[CH2:19][CH2:18]1)=[O:15].[CH3:20][O:21][C:22]1[C:27](B(O)O)=[CH:26][CH:25]=[C:24]([O:31][CH3:32])[N:23]=1. No catalyst specified. The product is [NH2:1][C:2]1[C:11]2[C:6](=[C:7]([C:27]3[C:22]([O:21][CH3:20])=[N:23][C:24]([O:31][CH3:32])=[CH:25][CH:26]=3)[C:8]([F:12])=[CH:9][CH:10]=2)[N:5]=[N:4][C:3]=1[C:14]([NH:16][CH:17]1[CH2:19][CH2:18]1)=[O:15]. The yield is 0.670. (2) The reactants are [Br:1][C:2]1[CH:32]=[CH:31][C:30]([O:33][CH3:34])=[CH:29][C:3]=1[CH2:4][N:5]1[CH2:10][CH2:9][N:8]([CH2:11][CH2:12][CH:13]([C:22]2[CH:27]=[CH:26][CH:25]=[CH:24][C:23]=2[F:28])[C:14](C2CCCCC2)=O)[CH2:7][CH2:6]1.[CH:35]1([CH:41]([NH:66]C=O)C(C2C=CC=CC=2F)CCN2CCN(C3C=CC=CC=3OC)CC2)[CH2:40][CH2:39][CH2:38][CH2:37][CH2:36]1. No catalyst specified. The product is [Br:1][C:2]1[CH:32]=[CH:31][C:30]([O:33][CH3:34])=[CH:29][C:3]=1[CH2:4][N:5]1[CH2:10][CH2:9][N:8]([CH2:11][CH2:12][CH:13]([C:22]2[CH:27]=[CH:26][CH:25]=[CH:24][C:23]=2[F:28])[CH2:14][NH:66][CH2:41][CH:35]2[CH2:40][CH2:39][CH2:38][CH2:37][CH2:36]2)[CH2:7][CH2:6]1. The yield is 0.625. (3) The reactants are [CH2:1]([N:3]1[C:11]2[C:6](=[CH:7][CH:8]=[C:9]([O:12][CH3:13])[CH:10]=2)[C:5]([C:14](=O)[CH3:15])=[CH:4]1)[CH3:2].C([N:19]1[C:27]2C(=CC=C(OC)C=2)C=C1)C.COC(OC)[N:33](C)C.O.NN. The catalyst is N1CCCC1. The product is [CH2:1]([N:3]1[C:11]2[C:6](=[CH:7][CH:8]=[C:9]([O:12][CH3:13])[CH:10]=2)[C:5]([C:14]2[NH:33][N:19]=[CH:27][CH:15]=2)=[CH:4]1)[CH3:2]. The yield is 0.540.